From a dataset of Drug-target binding data from BindingDB using Ki measurements. Regression. Given a target protein amino acid sequence and a drug SMILES string, predict the binding affinity score between them. We predict pKi (pKi = -log10(Ki in M); higher means stronger inhibition). Dataset: bindingdb_ki. The small molecule is O=C(Nc1ccc(C(=O)Nc2ccc(C(=O)Nc3ccc(S(=O)(=O)[O-])c4cc(S(=O)(=O)[O-])cc(S(=O)(=O)[O-])c34)cc2)cc1)Nc1ccc(C(=O)Nc2ccc(C(=O)Nc3ccc(S(=O)(=O)[O-])c4cc(S(=O)(=O)[O-])cc(S(=O)(=O)[O-])c34)cc2)cc1. The target protein sequence is MSRDGCCGQVYSCLFDYDTPRIALIKSRKIGLLNRFIQLGILAYVIGWVFIWEKGYQEFDTVVSSVTSKVKGVVVTNTTELGVKIWDVADYIIPAQEENAVFVMTNLILTQNQTQGHCPELPETSFCSKEQPCTPGYVGKQSNGVQTGKCVPYNSTVKTCEIFAWCPVENDTHVPDPAFLNGAENFTVLIKNNIWYPKFQVSKRNILSNISSSYLKTCQYDKVNHPFCPIFRLGNIVKEAGESFSDMAVQGGVMGIQINWNCDLDRKLTYCVPKYSFRRLDNREIDHNVSPGYNFRFAKYYKDSNGVESRTLMKVYRIRFDILVFGTAGKFDIIPTMINIGSGAALFGVATVLCDMIVFHFFKKRHYYREKKYKYVEDYDELVGSECGSNP. The pKi is 5.0.